Predict the reactants needed to synthesize the given product. From a dataset of Full USPTO retrosynthesis dataset with 1.9M reactions from patents (1976-2016). (1) The reactants are: [NH2:1][C:2]1[N:7]=[CH:6][N:5]=[C:4]2[N:8]([CH2:26][C@H:27]3[CH2:31][CH2:30][CH2:29][N:28]3C(OC(C)(C)C)=O)[N:9]=[C:10]([C:11]3[CH:16]=[CH:15][C:14]([O:17][C:18]4[CH:23]=[CH:22][CH:21]=[C:20]([F:24])[C:19]=4[F:25])=[CH:13][CH:12]=3)[C:3]=12.[F:39][C:40]([F:45])([F:44])[C:41]([OH:43])=[O:42]. Given the product [F:39][C:40]([F:45])([F:44])[C:41]([OH:43])=[O:42].[F:39][C:40]([F:45])([F:44])[C:41]([OH:43])=[O:42].[F:25][C:19]1[C:20]([F:24])=[CH:21][CH:22]=[CH:23][C:18]=1[O:17][C:14]1[CH:13]=[CH:12][C:11]([C:10]2[C:3]3[C:4](=[N:5][CH:6]=[N:7][C:2]=3[NH2:1])[N:8]([CH2:26][C@H:27]3[CH2:31][CH2:30][CH2:29][NH:28]3)[N:9]=2)=[CH:16][CH:15]=1, predict the reactants needed to synthesize it. (2) Given the product [F:17][C:15]1[C:13](=[O:14])[NH:12][C:10](=[O:11])[N:9]([CH:16]=1)[C@@H:1]1[O:8][C@H:5]([CH2:6][OH:7])[CH2:4][C@H:2]1[OH:3], predict the reactants needed to synthesize it. The reactants are: [C@@H:1]1([N:9]2[CH:16]=[CH:15][C:13](=[O:14])[NH:12][C:10]2=[O:11])[O:8][C@H:5]([CH2:6][OH:7])[CH2:4][C@H:2]1[OH:3].[F:17]F.O1CCCC1.